From a dataset of Forward reaction prediction with 1.9M reactions from USPTO patents (1976-2016). Predict the product of the given reaction. (1) Given the reactants [I-:1].[I-].[I-].[C:4]([N:11]1[CH2:16][CH2:15][N:14]([C:17]2[CH:18]=[C:19]([CH3:32])[C:20]3[C:29]([CH:30]=2)=[S+:28][C:27]2[C:22](=[C:23]([CH3:31])[CH:24]=[CH:25][CH:26]=2)[N:21]=3)[CH2:13][CH2:12]1)([O:6][C:7]([CH3:10])([CH3:9])[CH3:8])=[O:5].C(N1CC[N:43]([C:46]2C=C(C)[C:49]3[C:58]([CH:59]=2)=[S+]C2C(=C(C)C=CC=2)N=3)[CH2:42]C1)(OC(C)(C)C)=O.C(N1CCN(C2C=C(C)C3C(C=2)=[S+]C2C(=C(C)C=CC=2)N=3)CC1)(OC(C)(C)C)=O.CO, predict the reaction product. The product is: [I-:1].[C:4]([N:11]1[CH2:12][CH2:13][N:14]([C:17]2[CH:18]=[C:19]([CH3:32])[C:20]3[C:29]([CH:30]=2)=[S+:28][C:27]2[C:22](=[C:23]([CH3:31])[CH:24]=[C:25]([N:43]([CH3:42])[CH2:46][CH2:59][CH2:58][CH3:49])[CH:26]=2)[N:21]=3)[CH2:15][CH2:16]1)([O:6][C:7]([CH3:10])([CH3:9])[CH3:8])=[O:5]. (2) Given the reactants [Cl:1][C:2]1[CH:11]=[C:10]([CH:12](O)[CH3:13])[C:9]([C:15]2[CH:20]=[CH:19][CH:18]=[C:17]([F:21])[CH:16]=2)=[C:8]2[C:3]=1[CH:4]=[CH:5][N:6]=[CH:7]2.C(N(CC)CC)C.CS(Cl)(=O)=O.CS(OC(C1C(C2C=CC=C(F)C=2)=C2C(C=CN=C2)=C(Cl)C=1)C)(=O)=O.[N-:59]=[N+:60]=[N-:61].[Na+], predict the reaction product. The product is: [N:59]([CH:12]([C:10]1[C:9]([C:15]2[CH:20]=[CH:19][CH:18]=[C:17]([F:21])[CH:16]=2)=[C:8]2[C:3]([CH:4]=[CH:5][N:6]=[CH:7]2)=[C:2]([Cl:1])[CH:11]=1)[CH3:13])=[N+:60]=[N-:61]. (3) The product is: [CH3:17][C:4]1[C:5]2[N:6]([C:8]([C:11]3[CH:12]=[CH:13][CH:14]=[CH:15][CH:16]=3)=[N:9][N:10]=2)[N:7]=[CH:2][CH:3]=1. Given the reactants Cl[C:2]1[CH:3]=[C:4]([CH3:17])[C:5]2[N:6]([C:8]([C:11]3[CH:16]=[CH:15][CH:14]=[CH:13][CH:12]=3)=[N:9][N:10]=2)[N:7]=1.N, predict the reaction product. (4) Given the reactants [Cl:1][C:2]1[CH:28]=[CH:27][C:5]2[N:6]([CH:11]3[CH2:16][N:15]([CH2:17][C:18]4[CH:23]=[CH:22][C:21]([O:24][CH3:25])=[CH:20][CH:19]=4)[C:14](=[O:26])[CH2:13][CH2:12]3)[C:7]([CH2:9]Cl)=[N:8][C:4]=2[CH:3]=1.[NH:29]1[C:33]2=[CH:34][N:35]=[CH:36][CH:37]=[C:32]2[C:31]2([CH2:39][CH2:38]2)[C:30]1=[O:40].C(=O)([O-])[O-].[Cs+].[Cs+], predict the reaction product. The product is: [Cl:1][C:2]1[CH:28]=[CH:27][C:5]2[N:6]([CH:11]3[CH2:12][CH2:13][C:14](=[O:26])[N:15]([CH2:17][C:18]4[CH:19]=[CH:20][C:21]([O:24][CH3:25])=[CH:22][CH:23]=4)[CH2:16]3)[C:7]([CH2:9][N:29]3[C:33]4=[CH:34][N:35]=[CH:36][CH:37]=[C:32]4[C:31]4([CH2:38][CH2:39]4)[C:30]3=[O:40])=[N:8][C:4]=2[CH:3]=1. (5) The product is: [CH:1]([C:3]1[CH:10]=[CH:9][C:6]([CH2:7][N:11]2[CH2:16][CH2:15][NH:14][CH2:13][CH2:12]2)=[CH:5][CH:4]=1)=[CH2:2]. Given the reactants [CH:1]([C:3]1[CH:10]=[CH:9][C:6]([CH2:7]Cl)=[CH:5][CH:4]=1)=[CH2:2].[NH:11]1[CH2:16][CH2:15][NH:14][CH2:13][CH2:12]1, predict the reaction product.